Dataset: Reaction yield outcomes from USPTO patents with 853,638 reactions. Task: Predict the reaction yield, written as a fraction of the theoretical maximum amount of product (1.0 means a 100% yield; for example, 0.34 means a 34% yield). (1) The reactants are [F:1][C:2]1[CH:7]=[CH:6][CH:5]=[C:4]([O:8][CH3:9])[C:3]=1[OH:10].F[C:12]1[CH:17]=[C:16]([F:18])[CH:15]=[CH:14][C:13]=1[N+:19]([O-:21])=[O:20].[F:22][C:23]1[CH:29]=[CH:28][C:26]([NH2:27])=[C:25]([O:30][C:31]2[C:36]([O:37][CH3:38])=[CH:35][CH:34]=[CH:33][C:32]=2[F:39])[CH:24]=1.[NH2:40][C:41]1[S:42][CH:43]=[CH:44][N:45]=1. No catalyst specified. The product is [F:18][C:16]1[CH:17]=[CH:12][C:13]([N+:19]([O-:21])=[O:20])=[C:14]([O:10][C:3]2[C:4]([O:8][CH3:9])=[CH:5][CH:6]=[CH:7][C:2]=2[F:1])[CH:15]=1.[F:22][C:23]1[CH:29]=[CH:28][C:26]([NH:27][C:3]([NH:40][C:41]2[S:42][CH:43]=[CH:44][N:45]=2)=[O:10])=[C:25]([O:30][C:31]2[C:36]([O:37][CH3:38])=[CH:35][CH:34]=[CH:33][C:32]=2[F:39])[CH:24]=1. The yield is 0.650. (2) The reactants are [F:1][C:2]1[CH:9]=[CH:8][C:5]([CH:6]=O)=[CH:4][C:3]=1[O:10][CH3:11].C(O)(=O)[CH2:13][C:14]([OH:16])=[O:15]. The catalyst is N1C=CC=CC=1.N1CCCCC1. The product is [F:1][C:2]1[CH:9]=[CH:8][C:5](/[CH:6]=[CH:13]/[C:14]([OH:16])=[O:15])=[CH:4][C:3]=1[O:10][CH3:11]. The yield is 0.970. (3) The reactants are COC(C1C=C(O)C2C(=C(OCC3C=CC=CC=3)C=C(C#CCOCC3C=CC=CC=3)C=2)N=1)=O.C([O:42][C:43]([C:45]1[CH:54]=[C:53]([O:55]CC2C=CC=CC=2)[C:52]2[C:47](=[C:48]([O:74]CC3C=CC=CC=3)[C:49]([C:63]#[C:64][CH2:65][O:66]CC3C=CC=CC=3)=[CH:50][CH:51]=2)[N:46]=1)=[O:44])C1C=CC=CC=1. No catalyst specified. The product is [OH:55][C:53]1[C:52]2[C:47](=[C:48]([OH:74])[C:49]([CH2:63][CH2:64][CH2:65][OH:66])=[CH:50][CH:51]=2)[N:46]=[C:45]([C:43]([OH:44])=[O:42])[CH:54]=1. The yield is 0.500. (4) The reactants are [Na].Br[C:3]1[C:8]([C:9]2[CH:14]=[CH:13][CH:12]=[C:11]([F:15])[CH:10]=2)=[C:7]([C:16](=[O:18])[CH3:17])[CH:6]=[C:5]([Cl:19])[C:4]=1[CH3:20].[CH3:21][C:22]1[C:26](B2OC(C)(C)C(C)(C)O2)=[C:25]([CH3:36])[O:24][N:23]=1. The catalyst is O.C1(C)C=CC=CC=1.C1C=CC([P]([Pd]([P](C2C=CC=CC=2)(C2C=CC=CC=2)C2C=CC=CC=2)([P](C2C=CC=CC=2)(C2C=CC=CC=2)C2C=CC=CC=2)[P](C2C=CC=CC=2)(C2C=CC=CC=2)C2C=CC=CC=2)(C2C=CC=CC=2)C2C=CC=CC=2)=CC=1. The product is [Cl:19][C:5]1[C:4]([CH3:20])=[C:3]([C:26]2[C:22]([CH3:21])=[N:23][O:24][C:25]=2[CH3:36])[C:8]([C:9]2[CH:14]=[CH:13][CH:12]=[C:11]([F:15])[CH:10]=2)=[C:7]([C:16](=[O:18])[CH3:17])[CH:6]=1. The yield is 0.380.